Task: Predict the reactants needed to synthesize the given product.. Dataset: Full USPTO retrosynthesis dataset with 1.9M reactions from patents (1976-2016) (1) Given the product [C:26]([C@@H:22]1[CH2:23][CH2:24][CH2:25][N:21]1[C:37](=[O:38])[C@H:36]([NH:35][C:33](=[O:34])[O:32][C:28]([CH3:30])([CH3:29])[CH3:31])[CH3:40])#[N:27], predict the reactants needed to synthesize it. The reactants are: CCN(C(C)C)C(C)C.CC1C=CC(S(O)(=O)=O)=CC=1.[NH:21]1[CH2:25][CH2:24][CH2:23][C@H:22]1[C:26]#[N:27].[C:28]([O:32][C:33]([NH:35][C@H:36]([CH3:40])[C:37](O)=[O:38])=[O:34])([CH3:31])([CH3:30])[CH3:29].CN(C(ON1N=NC2C=CC=NC1=2)=[N+](C)C)C.F[P-](F)(F)(F)(F)F. (2) Given the product [CH2:15]([O:14][C:13]1[C:8]([C:6]([OH:7])=[O:5])=[N:9][C:10]([CH2:23][C:24]2[CH:29]=[CH:28][CH:27]=[CH:26][C:25]=2[Br:30])=[N:11][C:12]=1[OH:22])[C:16]1[CH:21]=[CH:20][CH:19]=[CH:18][CH:17]=1, predict the reactants needed to synthesize it. The reactants are: C([O:5][C:6]([C:8]1[C:13]([O:14][CH2:15][C:16]2[CH:21]=[CH:20][CH:19]=[CH:18][CH:17]=2)=[C:12]([OH:22])[N:11]=[C:10]([CH2:23][C:24]2[CH:29]=[CH:28][CH:27]=[CH:26][C:25]=2[Br:30])[N:9]=1)=[O:7])(C)(C)C.C(OC1C(C(O)=O)=NC(CC2C=CC=C(Cl)C=2Cl)=NC=1O)C1C=CC=CC=1. (3) Given the product [C:5]1([S:11][CH2:1][CH2:2][CH2:3][CH3:4])[CH:10]=[CH:9][CH:8]=[CH:7][CH:6]=1, predict the reactants needed to synthesize it. The reactants are: [CH2:1]=[CH:2][CH2:3][CH3:4].[C:5]1([SH:11])[CH:10]=[CH:9][CH:8]=[CH:7][CH:6]=1.N(C(C)(C)C#N)=NC(C)(C)C#N. (4) Given the product [OH:1][CH:2]1[CH2:7][CH2:6][N:5]([CH2:8][CH2:9][N:10]2[CH2:15][CH2:14][CH:13]([NH:16][C:17]([C:19]3[NH:20][C:21]4[C:26]([CH:27]=3)=[C:25]([C:34]3[CH:35]=[N:36][C:31]([O:30][CH3:29])=[CH:32][CH:33]=3)[CH:24]=[CH:23][CH:22]=4)=[O:18])[CH2:12][CH2:11]2)[CH2:4][CH2:3]1, predict the reactants needed to synthesize it. The reactants are: [OH:1][CH:2]1[CH2:7][CH2:6][N:5]([CH2:8][CH2:9][N:10]2[CH2:15][CH2:14][CH:13]([NH:16][C:17]([C:19]3[NH:20][C:21]4[C:26]([CH:27]=3)=[C:25](Br)[CH:24]=[CH:23][CH:22]=4)=[O:18])[CH2:12][CH2:11]2)[CH2:4][CH2:3]1.[CH3:29][O:30][C:31]1[N:36]=[CH:35][C:34](B(O)O)=[CH:33][CH:32]=1. (5) Given the product [C:14]([O:17][C:18](=[O:19])[NH:12][CH2:11][C:8]1[CH:9]=[C:10]2[C:5](=[CH:6][CH:7]=1)[CH2:4][NH:3][C:2]2=[O:1])([CH3:16])([CH3:15])[CH3:13], predict the reactants needed to synthesize it. The reactants are: [O:1]=[C:2]1[C:10]2[C:5](=[CH:6][CH:7]=[C:8]([C:11]#[N:12])[CH:9]=2)[CH2:4][NH:3]1.[CH3:13][C:14]([O:17][C:18](O[C:18]([O:17][C:14]([CH3:16])([CH3:15])[CH3:13])=[O:19])=[O:19])([CH3:16])[CH3:15].[BH4-].[Na+].